From a dataset of Full USPTO retrosynthesis dataset with 1.9M reactions from patents (1976-2016). Predict the reactants needed to synthesize the given product. (1) Given the product [F:12][C:9]([F:10])([F:11])[C:7]1[CH:6]=[C:5]([CH:13]([CH:25]([N+:22]([O-:24])=[O:23])[CH3:27])[CH2:14][C:15]([O:17][CH3:18])=[O:16])[CH:4]=[C:3]([C:2]([F:1])([F:21])[F:20])[CH:8]=1, predict the reactants needed to synthesize it. The reactants are: [F:1][C:2]([F:21])([F:20])[C:3]1[CH:4]=[C:5]([CH:13]=[CH:14][C:15]([O:17][CH2:18]C)=[O:16])[CH:6]=[C:7]([C:9]([F:12])([F:11])[F:10])[CH:8]=1.[N+:22]([CH3:25])([O-:24])=[O:23].[OH-].[CH2:27]([N+](CCCC)(CCCC)CCCC)CCC. (2) The reactants are: [CH2:1]([O:3][C:4](=[O:17])[CH2:5][C:6]1[NH:11][C:10]2[CH:12]=[CH:13][C:14]([NH2:16])=[CH:15][C:9]=2[S:8][CH:7]=1)[CH3:2].C(N(CC)CC)C.[CH3:25][S:26](Cl)(=[O:28])=[O:27]. Given the product [CH2:1]([O:3][C:4](=[O:17])[CH2:5][C:6]1[NH:11][C:10]2[CH:12]=[CH:13][C:14]([NH:16][S:26]([CH3:25])(=[O:28])=[O:27])=[CH:15][C:9]=2[S:8][CH:7]=1)[CH3:2], predict the reactants needed to synthesize it.